From a dataset of Forward reaction prediction with 1.9M reactions from USPTO patents (1976-2016). Predict the product of the given reaction. Given the reactants Cl[C:2]1[C:7]([N+:8]([O-:10])=[O:9])=[CH:6][CH:5]=[C:4]([Cl:11])[N:3]=1.C(N(C(C)C)C(C)C)C.[NH2:21][C:22]1[CH:27]=[CH:26][C:25]([C:28]2([NH:32][C:33](=[O:39])[O:34][C:35]([CH3:38])([CH3:37])[CH3:36])[CH2:31][CH2:30][CH2:29]2)=[CH:24][CH:23]=1, predict the reaction product. The product is: [Cl:11][C:4]1[N:3]=[C:2]([NH:21][C:22]2[CH:27]=[CH:26][C:25]([C:28]3([NH:32][C:33](=[O:39])[O:34][C:35]([CH3:37])([CH3:36])[CH3:38])[CH2:29][CH2:30][CH2:31]3)=[CH:24][CH:23]=2)[C:7]([N+:8]([O-:10])=[O:9])=[CH:6][CH:5]=1.